Dataset: Reaction yield outcomes from USPTO patents with 853,638 reactions. Task: Predict the reaction yield, written as a fraction of the theoretical maximum amount of product (1.0 means a 100% yield; for example, 0.34 means a 34% yield). (1) The reactants are [CH2:1]([O:3][C:4](=[O:32])[C:5]([CH3:31])([CH3:30])[CH2:6][C:7]1[CH:12]=[CH:11][C:10]([C:13](=[O:29])[C:14]2[CH:19]=[CH:18][C:17]([CH2:20][C:21]([C:24]([O:26][CH2:27][CH3:28])=[O:25])([CH3:23])[CH3:22])=[CH:16][CH:15]=2)=[CH:9][CH:8]=1)[CH3:2].[BH4-].[Na+].O.ClCCl. The catalyst is CO. The product is [CH2:1]([O:3][C:4](=[O:32])[C:5]([CH3:30])([CH3:31])[CH2:6][C:7]1[CH:8]=[CH:9][C:10]([CH:13]([C:14]2[CH:15]=[CH:16][C:17]([CH2:20][C:21]([C:24]([O:26][CH2:27][CH3:28])=[O:25])([CH3:23])[CH3:22])=[CH:18][CH:19]=2)[OH:29])=[CH:11][CH:12]=1)[CH3:2]. The yield is 0.820. (2) The reactants are N1C=CN=C1.[Cl:6][C:7]1[CH:8]=[C:9]2[C:14](=[CH:15][C:16]=1[O:17]C(=O)C)[O:13][CH2:12][CH:11]([C:21]1[CH:26]=[CH:25][C:24]([O:27]C(=O)C)=[CH:23][CH:22]=1)[C:10]2=[O:31]. The catalyst is C(O)C. The product is [Cl:6][C:7]1[CH:8]=[C:9]2[C:14](=[CH:15][C:16]=1[OH:17])[O:13][CH2:12][CH:11]([C:21]1[CH:26]=[CH:25][C:24]([OH:27])=[CH:23][CH:22]=1)[C:10]2=[O:31]. The yield is 0.750.